From a dataset of Full USPTO retrosynthesis dataset with 1.9M reactions from patents (1976-2016). Predict the reactants needed to synthesize the given product. (1) Given the product [Cl:13][C:10]1[CH:11]=[CH:12][C:7]2[NH:6][C:4]([C:3]3[CH:15]=[C:16]([Cl:19])[CH:17]=[CH:18][C:2]=3[Cl:1])=[N:20][C:8]=2[CH:9]=1, predict the reactants needed to synthesize it. The reactants are: [Cl:1][C:2]1[CH:18]=[CH:17][C:16]([Cl:19])=[CH:15][C:3]=1[C:4]([NH:6][C:7]1[CH:12]=[CH:11][C:10]([Cl:13])=[CH:9][C:8]=1I)=O.[NH:20]1CCC[C@H]1C(O)=O.[H-].[Na+].N. (2) Given the product [C:14]([C:13]1[CH:1]([C:3]2[CH:4]=[CH:5][C:6]([C:9]#[N:10])=[N:7][CH:8]=2)[NH:29][C:27](=[O:28])[N:26]([C:22]2[CH:23]=[CH:24][CH:25]=[C:20]([C:19]([F:30])([F:31])[F:18])[CH:21]=2)[C:12]=1[CH3:11])(=[O:16])[CH3:15], predict the reactants needed to synthesize it. The reactants are: [CH:1]([C:3]1[CH:4]=[CH:5][C:6]([C:9]#[N:10])=[N:7][CH:8]=1)=O.[CH3:11][C:12](=O)[CH2:13][C:14](=[O:16])[CH3:15].[F:18][C:19]([F:31])([F:30])[C:20]1[CH:21]=[C:22]([NH:26][C:27]([NH2:29])=[O:28])[CH:23]=[CH:24][CH:25]=1. (3) Given the product [OH:19][CH2:18][C:17]([NH:16][C:4]([C:6]1[CH:7]=[C:8]2[C:13](=[CH:14][CH:15]=1)[C:11](=[O:12])[O:10][CH2:9]2)=[O:5])([CH3:21])[CH3:20], predict the reactants needed to synthesize it. The reactants are: C(O[C:4]([C:6]1[CH:7]=[C:8]2[C:13](=[CH:14][CH:15]=1)[C:11](=[O:12])[O:10][CH2:9]2)=[O:5])C.[NH2:16][C:17]([CH3:21])([CH3:20])[CH2:18][OH:19]. (4) The reactants are: [NH2:1][CH2:2][P:3](=[O:10])([CH2:7][CH2:8][OH:9])[CH2:4][CH2:5][OH:6].[CH3:11][O:12][C:13](=[O:19])[CH2:14][CH2:15][C:16](O)=[O:17].C(Cl)CCl. Given the product [OH:6][CH2:5][CH2:4][P:3]([CH2:2][NH:1][C:16](=[O:17])[CH2:15][CH2:14][C:13]([O:12][CH3:11])=[O:19])([CH2:7][CH2:8][OH:9])=[O:10], predict the reactants needed to synthesize it. (5) Given the product [O:46]1[C:45]2[CH:49]=[CH:50][C:42]([C:9]3[CH:8]=[C:7]([CH:12]=[C:11]([O:13][CH2:14][CH2:15][CH2:16][CH2:17][CH2:18][CH2:19][C:20]4[CH:25]=[CH:24][CH:23]=[C:22]([O:26][CH2:27][CH2:28][CH2:29][C:30]([O:32][CH2:33][CH3:34])=[O:31])[C:21]=4[CH2:35][CH2:36][C:37]([O:39][CH2:40][CH3:41])=[O:38])[CH:10]=3)[C:6]([OH:51])=[O:5])=[CH:43][C:44]=2[O:48][CH2:47]1, predict the reactants needed to synthesize it. The reactants are: C([O:5][C:6](=[O:51])[C:7]1[CH:12]=[C:11]([O:13][CH2:14][CH2:15][CH2:16][CH2:17][CH2:18][CH2:19][C:20]2[CH:25]=[CH:24][CH:23]=[C:22]([O:26][CH2:27][CH2:28][CH2:29][C:30]([O:32][CH2:33][CH3:34])=[O:31])[C:21]=2[CH2:35][CH2:36][C:37]([O:39][CH2:40][CH3:41])=[O:38])[CH:10]=[C:9]([C:42]2[CH:50]=[CH:49][C:45]3[O:46][CH2:47][O:48][C:44]=3[CH:43]=2)[CH:8]=1)(C)(C)C. (6) The reactants are: [CH3:1][O:2][C:3]1[CH:4]=[C:5]([CH:11]([NH:13][C:14]2[CH:15]=[C:16]([N:26]3[CH2:31][CH2:30][N:29](C(OC(C)(C)C)=O)[CH2:28][CH2:27]3)[CH:17]=[CH:18][C:19]=2[C:20](=[O:25])[C:21]([F:24])([F:23])[F:22])[CH3:12])[CH:6]=[C:7]([O:9][CH3:10])[CH:8]=1.[ClH:39]. Given the product [ClH:39].[CH3:1][O:2][C:3]1[CH:4]=[C:5]([CH:11]([NH:13][C:14]2[CH:15]=[C:16]([N:26]3[CH2:27][CH2:28][NH:29][CH2:30][CH2:31]3)[CH:17]=[CH:18][C:19]=2[C:20](=[O:25])[C:21]([F:22])([F:24])[F:23])[CH3:12])[CH:6]=[C:7]([O:9][CH3:10])[CH:8]=1, predict the reactants needed to synthesize it. (7) Given the product [C:30]([O:34][C:35]([N:37]1[C@H:46](/[CH:47]=[CH:48]/[C:13]2[CH:12]=[CH:11][C:10]([N:16]3[CH2:17][C:18](=[O:29])[N:19]([CH2:23][CH2:24][Si:25]([CH3:28])([CH3:27])[CH3:26])[S:20]3(=[O:22])=[O:21])=[C:9]([O:8][CH2:1][C:2]3[CH:7]=[CH:6][CH:5]=[CH:4][CH:3]=3)[CH:14]=2)[CH2:45][C:44]2[C:39](=[CH:40][CH:41]=[CH:42][CH:43]=2)[CH2:38]1)=[O:36])([CH3:33])([CH3:32])[CH3:31], predict the reactants needed to synthesize it. The reactants are: [CH2:1]([O:8][C:9]1[CH:14]=[C:13](I)[CH:12]=[CH:11][C:10]=1[N:16]1[S:20](=[O:22])(=[O:21])[N:19]([CH2:23][CH2:24][Si:25]([CH3:28])([CH3:27])[CH3:26])[C:18](=[O:29])[CH2:17]1)[C:2]1[CH:7]=[CH:6][CH:5]=[CH:4][CH:3]=1.[C:30]([O:34][C:35]([N:37]1[C@H:46]([CH:47]=[CH2:48])[CH2:45][C:44]2[C:39](=[CH:40][CH:41]=[CH:42][CH:43]=2)[CH2:38]1)=[O:36])([CH3:33])([CH3:32])[CH3:31].CCN(CC)CC.C(C1C=CC(C2C=CC=CC=2)=C(P)C=1C(C)(C)C)(C)(C)C. (8) Given the product [CH3:12][O:11][C:9](=[O:10])[C:8]1[CH:13]=[C:4]([C:1](=[O:3])[CH3:2])[CH:5]=[CH:6][C:7]=1[O:14][CH2:21][C:22]1[CH:27]=[CH:26][CH:25]=[CH:24][CH:23]=1, predict the reactants needed to synthesize it. The reactants are: [C:1]([C:4]1[CH:13]=[C:8]([C:9]([O:11][CH3:12])=[O:10])[C:7]([OH:14])=[CH:6][CH:5]=1)(=[O:3])[CH3:2].C(=O)([O-])[O-].[K+].[K+].[CH2:21](Br)[C:22]1[CH:27]=[CH:26][CH:25]=[CH:24][CH:23]=1. (9) Given the product [CH2:1]([S:8][C:9]1[CH:17]=[CH:16][CH:15]=[CH:14][C:10]=1[C:11]([NH:24][C:23]1[CH:25]=[CH:26][C:20]([O:19][CH3:18])=[CH:21][CH:22]=1)=[O:13])[C:2]1[CH:3]=[CH:4][CH:5]=[CH:6][CH:7]=1, predict the reactants needed to synthesize it. The reactants are: [CH2:1]([S:8][C:9]1[CH:17]=[CH:16][CH:15]=[CH:14][C:10]=1[C:11]([OH:13])=O)[C:2]1[CH:7]=[CH:6][CH:5]=[CH:4][CH:3]=1.[CH3:18][O:19][C:20]1[CH:26]=[CH:25][C:23]([NH2:24])=[CH:22][CH:21]=1.C1C2C(=CC=CC=2)C=CC=1C(O)=O.IC1C=CC(N)=CC=1.